From a dataset of Reaction yield outcomes from USPTO patents with 853,638 reactions. Predict the reaction yield, written as a fraction of the theoretical maximum amount of product (1.0 means a 100% yield; for example, 0.34 means a 34% yield). The reactants are [F:1][C:2]([F:22])([F:21])[C:3]1[C:4]([N:9]2[CH2:15][CH2:14][C:13]3[C:16](O)=[N:17][CH:18]=[N:19][C:12]=3[CH2:11][CH2:10]2)=[N:5][CH:6]=[CH:7][CH:8]=1.O=P(Cl)(Cl)[Cl:25]. The catalyst is CC#N.CCOC(C)=O. The product is [Cl:25][C:16]1[C:13]2[CH2:14][CH2:15][N:9]([C:4]3[C:3]([C:2]([F:22])([F:21])[F:1])=[CH:8][CH:7]=[CH:6][N:5]=3)[CH2:10][CH2:11][C:12]=2[N:19]=[CH:18][N:17]=1. The yield is 0.330.